This data is from Full USPTO retrosynthesis dataset with 1.9M reactions from patents (1976-2016). The task is: Predict the reactants needed to synthesize the given product. (1) Given the product [C:15]([OH:14])(=[O:28])/[CH:18]=[CH:37]/[C:36]([OH:39])=[O:38].[CH3:20][C:2]([CH3:1])([CH3:19])[CH2:3][CH2:4][N:5]([CH2:27][C:26]1[CH:29]=[C:22]([F:21])[CH:23]=[CH:24][C:25]=1[C:30]([F:32])([F:31])[F:33])[CH:6]1[CH2:7][CH2:8][NH:9][CH2:10][CH2:11]1, predict the reactants needed to synthesize it. The reactants are: [CH3:1][C:2]([CH3:20])([CH3:19])[CH2:3][CH2:4][NH:5][CH:6]1[CH2:11][CH2:10][N:9](C([O:14][C:15]([CH3:18])(C)C)=O)[CH2:8][CH2:7]1.[F:21][C:22]1[CH:23]=[CH:24][C:25]([C:30]([F:33])([F:32])[F:31])=[C:26]([CH:29]=1)[CH:27]=[O:28].CO.[C:36]([O:39]CC)(=[O:38])[CH3:37]. (2) Given the product [Cl:34][CH2:2][C:3]1[CH:8]=[CH:7][C:6]([N:9]2[C:14](=[O:15])[CH:13]=[CH:12][C:11]3[C:16]([C:24]4[CH:29]=[CH:28][CH:27]=[CH:26][CH:25]=4)=[C:17]([C:19]([O:21][CH2:22][CH3:23])=[O:20])[S:18][C:10]2=3)=[CH:5][CH:4]=1, predict the reactants needed to synthesize it. The reactants are: O[CH2:2][C:3]1[CH:8]=[CH:7][C:6]([N:9]2[C:14](=[O:15])[CH:13]=[CH:12][C:11]3[C:16]([C:24]4[CH:29]=[CH:28][CH:27]=[CH:26][CH:25]=4)=[C:17]([C:19]([O:21][CH2:22][CH3:23])=[O:20])[S:18][C:10]2=3)=[CH:5][CH:4]=1.[H-].[Na+].S(Cl)([Cl:34])=O.C([O-])(O)=O.[Na+].